The task is: Binary Classification. Given a T-cell receptor sequence (or CDR3 region) and an epitope sequence, predict whether binding occurs between them.. This data is from TCR-epitope binding with 47,182 pairs between 192 epitopes and 23,139 TCRs. The epitope is HTTDPSFLGRY. The TCR CDR3 sequence is CSVEGLGAWNEQYF. Result: 1 (the TCR binds to the epitope).